From a dataset of NCI-60 drug combinations with 297,098 pairs across 59 cell lines. Regression. Given two drug SMILES strings and cell line genomic features, predict the synergy score measuring deviation from expected non-interaction effect. (1) Drug 1: CN(CC1=CN=C2C(=N1)C(=NC(=N2)N)N)C3=CC=C(C=C3)C(=O)NC(CCC(=O)O)C(=O)O. Drug 2: CC1CCC2CC(C(=CC=CC=CC(CC(C(=O)C(C(C(=CC(C(=O)CC(OC(=O)C3CCCCN3C(=O)C(=O)C1(O2)O)C(C)CC4CCC(C(C4)OC)OP(=O)(C)C)C)C)O)OC)C)C)C)OC. Cell line: T-47D. Synergy scores: CSS=33.9, Synergy_ZIP=-4.35, Synergy_Bliss=-4.11, Synergy_Loewe=-2.79, Synergy_HSA=-0.337. (2) Drug 1: C1CCC(C1)C(CC#N)N2C=C(C=N2)C3=C4C=CNC4=NC=N3. Drug 2: CCN(CC)CCCC(C)NC1=C2C=C(C=CC2=NC3=C1C=CC(=C3)Cl)OC. Cell line: MCF7. Synergy scores: CSS=38.8, Synergy_ZIP=4.56, Synergy_Bliss=7.65, Synergy_Loewe=2.73, Synergy_HSA=6.44. (3) Drug 1: CN1CCC(CC1)COC2=C(C=C3C(=C2)N=CN=C3NC4=C(C=C(C=C4)Br)F)OC. Drug 2: CN(CC1=CN=C2C(=N1)C(=NC(=N2)N)N)C3=CC=C(C=C3)C(=O)NC(CCC(=O)O)C(=O)O. Cell line: HT29. Synergy scores: CSS=19.3, Synergy_ZIP=-4.35, Synergy_Bliss=-10.0, Synergy_Loewe=-17.5, Synergy_HSA=-10.6. (4) Drug 1: C1C(C(OC1N2C=C(C(=O)NC2=O)F)CO)O. Drug 2: C1CN(CCN1C(=O)CCBr)C(=O)CCBr. Cell line: RXF 393. Synergy scores: CSS=3.12, Synergy_ZIP=-1.59, Synergy_Bliss=1.15, Synergy_Loewe=0.145, Synergy_HSA=0.170. (5) Drug 1: C1=CN(C(=O)N=C1N)C2C(C(C(O2)CO)O)(F)F. Drug 2: C1=CC(=C(C=C1I)F)NC2=C(C=CC(=C2F)F)C(=O)NOCC(CO)O. Cell line: SK-OV-3. Synergy scores: CSS=38.0, Synergy_ZIP=3.99, Synergy_Bliss=3.78, Synergy_Loewe=1.52, Synergy_HSA=6.16. (6) Drug 1: CC1=CC2C(CCC3(C2CCC3(C(=O)C)OC(=O)C)C)C4(C1=CC(=O)CC4)C. Drug 2: CC1=CC=C(C=C1)C2=CC(=NN2C3=CC=C(C=C3)S(=O)(=O)N)C(F)(F)F. Cell line: HS 578T. Synergy scores: CSS=-2.06, Synergy_ZIP=3.78, Synergy_Bliss=6.55, Synergy_Loewe=-0.600, Synergy_HSA=0.594.